From a dataset of Catalyst prediction with 721,799 reactions and 888 catalyst types from USPTO. Predict which catalyst facilitates the given reaction. (1) Reactant: [CH3:1][N:2]([CH3:21])[CH2:3][C:4]([N:6]1[C:14]2[C:9](=[CH:10][C:11]([O:18][CH3:19])=[C:12]([N+:15]([O-])=O)[CH:13]=2)[CH2:8][C@@H:7]1[CH3:20])=[O:5]. Product: [CH3:21][N:2]([CH2:3][C:4]([N:6]1[C:14]2[C:9](=[CH:10][C:11]([O:18][CH3:19])=[C:12]([NH2:15])[CH:13]=2)[CH2:8][C@@H:7]1[CH3:20])=[O:5])[CH3:1]. The catalyst class is: 43. (2) Reactant: [N:1]1[CH:6]=[CH:5][C:4](C(O)=O)=[CH:3][CH:2]=1.C([N:12]([CH2:15]C)CC)C.C1(P(N=[N+]=[N-])(C2C=CC=CC=2)=[O:24])C=CC=CC=1.[C:34]([O:38][C:39]([N:41]1[CH2:46][CH2:45][NH:44][CH2:43][CH2:42]1)=[O:40])([CH3:37])([CH3:36])[CH3:35]. Product: [C:34]([O:38][C:39]([N:41]1[CH2:46][CH2:45][N:44]([C:15](=[O:24])[NH:12][C:4]2[CH:3]=[CH:2][N:1]=[CH:6][CH:5]=2)[CH2:43][CH2:42]1)=[O:40])([CH3:37])([CH3:35])[CH3:36]. The catalyst class is: 133. (3) Reactant: C(O[CH:5]1[O:21][C@H:20]([CH2:22][O:23][CH2:24][C:25]2[CH:30]=[CH:29][CH:28]=[CH:27][CH:26]=2)[C@@:11]([CH:31]=[CH2:32])([O:12][CH2:13][C:14]2[CH:19]=[CH:18][CH:17]=[CH:16][CH:15]=2)[C@H:6]1[O:7][C:8](=[O:10])[CH3:9])(=O)C.[NH:33]1[CH:41]=[C:39]([CH3:40])[C:37](=[O:38])[NH:36][C:34]1=[O:35].C/C(/O[Si](C)(C)C)=N\[Si](C)(C)C.O([Si](C)(C)C)S(C(F)(F)F)(=O)=O. Product: [C:8]([O:7][C@@H:6]1[C@:11]([CH:31]=[CH2:32])([O:12][CH2:13][C:14]2[CH:19]=[CH:18][CH:17]=[CH:16][CH:15]=2)[C@@H:20]([CH2:22][O:23][CH2:24][C:25]2[CH:26]=[CH:27][CH:28]=[CH:29][CH:30]=2)[O:21][C@H:5]1[N:33]1[CH:41]=[C:39]([CH3:40])[C:37](=[O:38])[NH:36][C:34]1=[O:35])(=[O:10])[CH3:9]. The catalyst class is: 10. (4) Reactant: [Cl:1][C:2]1[CH:10]=[CH:9][C:5]([C:6](Cl)=[O:7])=[CH:4][N:3]=1.[CH3:11][O:12][C:13]1[CH:14]=[C:15]([OH:19])[CH:16]=[CH:17][CH:18]=1.[N+](C1C=CC=CC=1)([O-])=O.[Cl-].[Al+3].[Cl-].[Cl-].Cl. Product: [Cl:1][C:2]1[N:3]=[CH:4][C:5]([C:6]([C:16]2[CH:17]=[CH:18][C:13]([O:12][CH3:11])=[CH:14][C:15]=2[OH:19])=[O:7])=[CH:9][CH:10]=1. The catalyst class is: 13. (5) Reactant: [Cl:1][C:2]1[CH:3]=[C:4]([C:13]2[S:17][C:16]([NH:18]C(=O)C)=[N:15][C:14]=2[CH3:22])[CH:5]=[C:6]([Cl:12])[C:7]=1[S:8](=[O:11])(=[O:10])[NH2:9]. Product: [NH2:18][C:16]1[S:17][C:13]([C:4]2[CH:5]=[C:6]([Cl:12])[C:7]([S:8]([NH2:9])(=[O:10])=[O:11])=[C:2]([Cl:1])[CH:3]=2)=[C:14]([CH3:22])[N:15]=1. The catalyst class is: 502. (6) Reactant: [CH3:1][C:2]1[N:7]=[CH:6][C:5]([OH:8])=[CH:4][CH:3]=1.C([O-])([O-])=O.[Cs+].[Cs+].Br[CH2:16][CH2:17][CH2:18][CH2:19][S:20][C:21]1[C:30]2[C:25](=[CH:26][C:27]([C:31]([F:34])([F:33])[F:32])=[CH:28][CH:29]=2)[N:24]=[CH:23][CH:22]=1. Product: [CH3:1][C:2]1[N:7]=[CH:6][C:5]([O:8][CH2:16][CH2:17][CH2:18][CH2:19][S:20][C:21]2[C:30]3[C:25](=[CH:26][C:27]([C:31]([F:33])([F:32])[F:34])=[CH:28][CH:29]=3)[N:24]=[CH:23][CH:22]=2)=[CH:4][CH:3]=1. The catalyst class is: 3.